The task is: Predict the product of the given reaction.. This data is from Forward reaction prediction with 1.9M reactions from USPTO patents (1976-2016). (1) Given the reactants Br[CH2:2][C:3]1[CH:8]=[CH:7][C:6]([B:9]2[O:13][C:12]([CH3:15])([CH3:14])[C:11]([CH3:17])([CH3:16])[O:10]2)=[CH:5][C:4]=1[F:18].[NH:19]1[CH2:23][CH2:22][CH:21]([OH:24])[CH2:20]1.C(=O)([O-])[O-].[K+].[K+], predict the reaction product. The product is: [F:18][C:4]1[CH:5]=[C:6]([B:9]2[O:13][C:12]([CH3:15])([CH3:14])[C:11]([CH3:17])([CH3:16])[O:10]2)[CH:7]=[CH:8][C:3]=1[CH2:2][N:19]1[CH2:23][CH2:22][CH:21]([OH:24])[CH2:20]1. (2) The product is: [C:28]1([C:19]2[CH:20]=[CH:21][CH:22]=[CH:23][CH:24]=2)[CH:29]=[CH:30][C:31]([C:6]([N:8]2[CH2:12][C:11](=[N:13][O:14][CH3:15])[CH2:10][C@H:9]2[C:16]([NH:34][CH2:35][CH:36]([OH:45])[CH2:37][O:38][C:39]2[CH:44]=[CH:43][CH:42]=[CH:41][CH:40]=2)=[O:18])=[O:7])=[CH:32][CH:33]=1. Given the reactants C(O[C:6]([N:8]1[CH2:12][C:11](=[N:13][O:14][CH3:15])[CH2:10][C@H:9]1[C:16]([OH:18])=O)=[O:7])(C)(C)C.[C:19]1([C:28]2[CH:33]=[CH:32][CH:31]=[CH:30][CH:29]=2)[CH:24]=[CH:23][C:22](C(Cl)=O)=[CH:21][CH:20]=1.[NH2:34][CH2:35][CH:36]([OH:45])[CH2:37][O:38][C:39]1[CH:44]=[CH:43][CH:42]=[CH:41][CH:40]=1, predict the reaction product. (3) Given the reactants [CH:1](=[C:8]1[C:21]2[CH:20]=[CH:19][CH:18]=[CH:17][C:16]=2[S:15][C:14]2[C:9]1=[CH:10][CH:11]=[CH:12][CH:13]=2)[C:2]1[CH:7]=[CH:6][CH:5]=[CH:4][CH:3]=1.[H][H], predict the reaction product. The product is: [CH2:1]([CH:8]1[C:9]2[CH:10]=[CH:11][CH:12]=[CH:13][C:14]=2[S:15][C:16]2[C:21]1=[CH:20][CH:19]=[CH:18][CH:17]=2)[C:2]1[CH:3]=[CH:4][CH:5]=[CH:6][CH:7]=1. (4) The product is: [ClH:26].[CH3:25][O:24][C:4]1[C:5]([O:9][C@@H:10]2[CH2:11][CH2:12][C@@H:13]([CH3:23])[NH:14][CH2:15]2)=[N:6][CH:7]=[CH:8][C:3]=1[C:1]#[N:2]. Given the reactants [C:1]([C:3]1[CH:8]=[CH:7][N:6]=[C:5]([O:9][C@H:10]2[CH2:15][N:14](C(OC(C)(C)C)=O)[C@H:13]([CH3:23])[CH2:12][CH2:11]2)[C:4]=1[O:24][CH3:25])#[N:2].[ClH:26], predict the reaction product. (5) Given the reactants [F-:1].[K+].C1N2CCOCCOCCN(CCOCCOCC2)CCOCCOC1.[N+]([C:32]1[CH:33]=[C:34]2[C:39](=[CH:40][CH:41]=1)[N:38]=[CH:37][N:36]=[C:35]2[O:42][CH2:43][CH2:44][C:45]1[CH:50]=[CH:49][C:48]([C:51]([CH3:54])([CH3:53])[CH3:52])=[CH:47][CH:46]=1)([O-])=O.O, predict the reaction product. The product is: [F:1][C:32]1[CH:33]=[C:34]2[C:39](=[CH:40][CH:41]=1)[N:38]=[CH:37][N:36]=[C:35]2[O:42][CH2:43][CH2:44][C:45]1[CH:50]=[CH:49][C:48]([C:51]([CH3:54])([CH3:53])[CH3:52])=[CH:47][CH:46]=1. (6) Given the reactants [OH-:1].[Li+].[Cl:3][C:4]1[CH:39]=[CH:38][C:7]([CH2:8][N:9]2[C:14](=[O:15])[C:13]([C:16]3[O:17][C:18]([CH3:21])=[CH:19][N:20]=3)=[CH:12][N:11]=[C:10]2[NH:22][C:23]2[CH:28]=[CH:27][C:26]([O:29][C:30]3[CH:35]=[CH:34][CH:33]=[C:32]([C:36]#N)[N:31]=3)=[CH:25][CH:24]=2)=[CH:6][CH:5]=1.CS(C)=O.Cl.[OH2:45], predict the reaction product. The product is: [Cl:3][C:4]1[CH:39]=[CH:38][C:7]([CH2:8][N:9]2[C:14](=[O:15])[C:13]([C:16]3[O:17][C:18]([CH3:21])=[CH:19][N:20]=3)=[CH:12][N:11]=[C:10]2[NH:22][C:23]2[CH:24]=[CH:25][C:26]([O:29][C:30]3[CH:35]=[CH:34][CH:33]=[C:32]([C:36]([OH:45])=[O:1])[N:31]=3)=[CH:27][CH:28]=2)=[CH:6][CH:5]=1. (7) Given the reactants [F:1][C:2]1[CH:3]=[C:4]([N:37]2[C:42](=[O:43])[C:41]3[S:44][C:45]4[CH2:50][CH2:49][CH2:48][CH2:47][C:46]=4[C:40]=3[CH:39]=[N:38]2)[C:5]([CH2:32][O:33]C(=O)C)=[C:6]([C:8]2[CH:9]=[C:10]([NH:16][C:17]3[N:22]=[C:21]([N:23]([CH3:31])[CH2:24][CH2:25][NH:26][C:27](=[O:30])[CH:28]=[CH2:29])[CH:20]=[CH:19][CH:18]=3)[C:11](=[O:15])[N:12]([CH3:14])[CH:13]=2)[CH:7]=1.O[Li].O, predict the reaction product. The product is: [F:1][C:2]1[CH:3]=[C:4]([N:37]2[C:42](=[O:43])[C:41]3[S:44][C:45]4[CH2:50][CH2:49][CH2:48][CH2:47][C:46]=4[C:40]=3[CH:39]=[N:38]2)[C:5]([CH2:32][OH:33])=[C:6]([C:8]2[CH:9]=[C:10]([NH:16][C:17]3[N:22]=[C:21]([N:23]([CH3:31])[CH2:24][CH2:25][NH:26][C:27](=[O:30])[CH:28]=[CH2:29])[CH:20]=[CH:19][CH:18]=3)[C:11](=[O:15])[N:12]([CH3:14])[CH:13]=2)[CH:7]=1. (8) Given the reactants FC(F)(F)C([O-])=O.[CH:8]1[C:20]2[C:19]3[CH2:18][CH2:17][NH2+:16][CH2:15][C:14]=3[CH:13]=[N:12][C:11]=2[NH:10][N:9]=1.CCN(C(C)C)C(C)C.[N:30]([C:33]1[CH:34]=[C:35]([C:41]2[CH:46]=[CH:45][CH:44]=[CH:43][CH:42]=2)[CH:36]=[CH:37][C:38]=1[O:39][CH3:40])=[C:31]=[O:32].ClCCl, predict the reaction product. The product is: [CH3:40][O:39][C:38]1[CH:37]=[CH:36][C:35]([C:41]2[CH:46]=[CH:45][CH:44]=[CH:43][CH:42]=2)=[CH:34][C:33]=1[NH:30][C:31]([N:16]1[CH2:15][C:14]2[CH:13]=[N:12][C:11]3[NH:10][N:9]=[CH:8][C:20]=3[C:19]=2[CH2:18][CH2:17]1)=[O:32].